Dataset: Full USPTO retrosynthesis dataset with 1.9M reactions from patents (1976-2016). Task: Predict the reactants needed to synthesize the given product. (1) Given the product [CH3:41][O:40][C:39]1[C:34]([CH2:33][CH2:32][N:17]2[CH2:18][CH2:19][N:14]([C:13]3[C:7]4[O:6][C:5]([C:3]([N:2]([CH3:20])[CH3:1])=[O:4])=[CH:9][C:8]=4[CH:10]=[CH:11][CH:12]=3)[CH2:15][CH2:16]2)=[N:35][CH:36]=[CH:37][CH:38]=1, predict the reactants needed to synthesize it. The reactants are: [CH3:1][N:2]([CH3:20])[C:3]([C:5]1[O:6][C:7]2[C:13]([N:14]3[CH2:19][CH2:18][NH:17][CH2:16][CH2:15]3)=[CH:12][CH:11]=[CH:10][C:8]=2[CH:9]=1)=[O:4].CC1C=CC(S(O[CH2:32][CH2:33][C:34]2[C:39]([O:40][CH3:41])=[CH:38][CH:37]=[CH:36][N:35]=2)(=O)=O)=CC=1. (2) Given the product [CH2:16]([NH:19][C:2]1[N:3]=[C:4]([NH:12][N:13]([CH3:15])[CH3:14])[C:5]2[S:10][CH:9]=[C:8]([CH3:11])[C:6]=2[N:7]=1)[CH:17]=[CH2:18], predict the reactants needed to synthesize it. The reactants are: Cl[C:2]1[N:3]=[C:4]([NH:12][N:13]([CH3:15])[CH3:14])[C:5]2[S:10][CH:9]=[C:8]([CH3:11])[C:6]=2[N:7]=1.[CH2:16]([NH2:19])[CH:17]=[CH2:18].C(=O)([O-])O.[Na+].